From a dataset of Merck oncology drug combination screen with 23,052 pairs across 39 cell lines. Regression. Given two drug SMILES strings and cell line genomic features, predict the synergy score measuring deviation from expected non-interaction effect. (1) Drug 2: CCc1cnn2c(NCc3ccc[n+]([O-])c3)cc(N3CCCCC3CCO)nc12. Drug 1: Cn1c(=O)n(-c2ccc(C(C)(C)C#N)cc2)c2c3cc(-c4cnc5ccccc5c4)ccc3ncc21. Synergy scores: synergy=14.2. Cell line: A427. (2) Drug 1: NC(=O)c1cccc2cn(-c3ccc(C4CCCNC4)cc3)nc12. Drug 2: CC1(c2nc3c(C(N)=O)cccc3[nH]2)CCCN1. Cell line: EFM192B. Synergy scores: synergy=-10.4. (3) Synergy scores: synergy=-3.98. Drug 1: CN(Cc1cnc2nc(N)nc(N)c2n1)c1ccc(C(=O)NC(CCC(=O)O)C(=O)O)cc1. Cell line: LOVO. Drug 2: N#Cc1ccc(Cn2cncc2CN2CCN(c3cccc(Cl)c3)C(=O)C2)cc1. (4) Synergy scores: synergy=15.4. Drug 2: NC(=O)c1cccc2cn(-c3ccc(C4CCCNC4)cc3)nc12. Cell line: MDAMB436. Drug 1: CN1C(=O)C=CC2(C)C3CCC4(C)C(NC(=O)OCC(F)(F)F)CCC4C3CCC12. (5) Cell line: ES2. Drug 1: N.N.O=C(O)C1(C(=O)O)CCC1.[Pt]. Synergy scores: synergy=-2.81. Drug 2: N#Cc1ccc(Cn2cncc2CN2CCN(c3cccc(Cl)c3)C(=O)C2)cc1. (6) Drug 2: NC1(c2ccc(-c3nc4ccn5c(=O)[nH]nc5c4cc3-c3ccccc3)cc2)CCC1. Cell line: A427. Synergy scores: synergy=20.8. Drug 1: CC(=O)OC1C(=O)C2(C)C(O)CC3OCC3(OC(C)=O)C2C(OC(=O)c2ccccc2)C2(O)CC(OC(=O)C(O)C(NC(=O)c3ccccc3)c3ccccc3)C(C)=C1C2(C)C. (7) Drug 1: N#Cc1ccc(Cn2cncc2CN2CCN(c3cccc(Cl)c3)C(=O)C2)cc1. Drug 2: Cn1c(=O)n(-c2ccc(C(C)(C)C#N)cc2)c2c3cc(-c4cnc5ccccc5c4)ccc3ncc21. Cell line: UWB1289BRCA1. Synergy scores: synergy=36.1.